This data is from Reaction yield outcomes from USPTO patents with 853,638 reactions. The task is: Predict the reaction yield, written as a fraction of the theoretical maximum amount of product (1.0 means a 100% yield; for example, 0.34 means a 34% yield). (1) The reactants are [OH:1][C:2]1[CH:3]=[CH:4][C:5]([CH3:8])=[N:6][CH:7]=1.C(=O)([O-])[O-].[K+].[K+].Br[CH2:16][C:17]([F:20])([F:19])[F:18].CN(C=O)C. The catalyst is [Na+].[Cl-]. The product is [CH3:8][C:5]1[CH:4]=[CH:3][C:2]([O:1][CH2:16][C:17]([F:20])([F:19])[F:18])=[CH:7][N:6]=1. The yield is 0.700. (2) The reactants are [CH:1](=[O:10])[CH2:2][CH2:3][CH2:4][CH2:5]/[CH:6]=[CH:7]\[CH2:8][CH3:9].[N+]([O-])([O-])=O.[Al+3].[N+]([O-])([O-])=O.[N+]([O-])([O-])=O. No catalyst specified. The product is [CH:1](=[O:10])[CH2:2][CH2:3][CH2:4][CH2:5]/[CH:6]=[CH:7]/[CH2:8][CH3:9]. The yield is 0.590. (3) The reactants are F[C:2]1[CH:9]=[CH:8][C:5]([C:6]#[N:7])=[CH:4][CH:3]=1.[N-:10]=[N+:11]=[N-:12].[Na+]. The catalyst is CS(C)=O.O. The product is [N:10]([C:2]1[CH:9]=[CH:8][C:5]([C:6]#[N:7])=[CH:4][CH:3]=1)=[N+:11]=[N-:12]. The yield is 0.490.